Task: Predict the reactants needed to synthesize the given product.. Dataset: Full USPTO retrosynthesis dataset with 1.9M reactions from patents (1976-2016) (1) Given the product [C:4]([O:7][C:8]1[CH:27]=[CH:26][C:11]([C:12]2[CH:13]([O:55][CH3:54])[O:14][C:15]3[C:20]([CH:21]=2)=[CH:19][CH:18]=[C:17]([O:22][C:23](=[O:25])[CH3:24])[CH:16]=3)=[CH:10][CH:9]=1)(=[O:6])[CH3:5], predict the reactants needed to synthesize it. The reactants are: C(Cl)Cl.[C:4]([O:7][C:8]1[CH:27]=[CH:26][C:11]([C:12]2[CH2:13][O:14][C:15]3[C:20]([CH:21]=2)=[CH:19][CH:18]=[C:17]([O:22][C:23](=[O:25])[CH3:24])[CH:16]=3)=[CH:10][CH:9]=1)(=[O:6])[CH3:5].C1C=CC([C+](C2C=CC=CC=2)C2C=CC=CC=2)=CC=1.F[P-](F)(F)(F)(F)F.[CH3:54][OH:55]. (2) Given the product [Cl:1][C:2]1[CH:3]=[C:4]([N:8]2[CH:12]=[C:11]([CH2:13][OH:14])[CH:10]=[N:9]2)[CH:5]=[CH:6][CH:7]=1, predict the reactants needed to synthesize it. The reactants are: [Cl:1][C:2]1[CH:3]=[C:4]([N:8]2[CH:12]=[C:11]([C:13](OCC)=[O:14])[CH:10]=[N:9]2)[CH:5]=[CH:6][CH:7]=1.[H-].[H-].[H-].[H-].[Li+].[Al+3]. (3) The reactants are: [Cl:1][C:2]1[CH:3]=[C:4]([S:8](Cl)(=[O:10])=[O:9])[CH:5]=[CH:6][CH:7]=1.C(=O)([O-])O.[Na+:16].S([O-])([O-])=O.[Na+].[Na+].O. Given the product [Na+:16].[Cl:1][C:2]1[CH:3]=[C:4]([S:8]([O-:10])=[O:9])[CH:5]=[CH:6][CH:7]=1, predict the reactants needed to synthesize it. (4) The reactants are: CCN(C(C)C)C(C)C.[F:10][C:11]1[CH:12]=[C:13]([N:17]2[CH:21]=[C:20]([C:22]([OH:24])=O)[N:19]=[N:18]2)[CH:14]=[CH:15][CH:16]=1.FC1C=C(C=CC=1)N.C1C=CC2N(O)N=NC=2C=1.CCN=C=NCCCN(C)C.Cl.[NH2:55][CH2:56][C:57]([N:59]1[CH2:64][CH2:63][CH:62]([O:65][C:66]2[CH:71]=[C:70]([F:72])[CH:69]=[CH:68][C:67]=2[Cl:73])[CH2:61][CH2:60]1)=[O:58]. Given the product [Cl:73][C:67]1[CH:68]=[CH:69][C:70]([F:72])=[CH:71][C:66]=1[O:65][CH:62]1[CH2:63][CH2:64][N:59]([C:57](=[O:58])[CH2:56][NH:55][C:22]([C:20]2[N:19]=[N:18][N:17]([C:13]3[CH:14]=[CH:15][CH:16]=[C:11]([F:10])[CH:12]=3)[CH:21]=2)=[O:24])[CH2:60][CH2:61]1, predict the reactants needed to synthesize it. (5) Given the product [OH:6][C:7]1[CH:8]=[CH:9][CH:10]=[C:11]2[C:16]=1[N:15]([CH2:17][C:18]1[CH:23]=[CH:22][CH:21]=[C:20]([C:24]([N:26]3[CH2:27][CH2:28][N:29]([C:32]4[N:33]=[CH:34][CH:35]=[CH:36][N:37]=4)[CH2:30][CH2:31]3)=[O:25])[CH:19]=1)[C:14](=[O:38])[NH:13][C:12]2=[O:39], predict the reactants needed to synthesize it. The reactants are: B(Br)(Br)Br.C[O:6][C:7]1[CH:8]=[CH:9][CH:10]=[C:11]2[C:16]=1[N:15]([CH2:17][C:18]1[CH:23]=[CH:22][CH:21]=[C:20]([C:24]([N:26]3[CH2:31][CH2:30][N:29]([C:32]4[N:37]=[CH:36][CH:35]=[CH:34][N:33]=4)[CH2:28][CH2:27]3)=[O:25])[CH:19]=1)[C:14](=[O:38])[NH:13][C:12]2=[O:39].CO.[NH4+].[Cl-].